Dataset: Forward reaction prediction with 1.9M reactions from USPTO patents (1976-2016). Task: Predict the product of the given reaction. (1) Given the reactants [NH2:1][C:2]1[C:12]2[CH2:11][CH2:10][N:9](C(OC(C)(C)C)=O)[CH2:8][CH2:7][C:6]=2[CH:5]=[CH:4][C:3]=1[OH:20].[F:21][C:22]([F:33])([F:32])[C:23](O[C:23](=O)[C:22]([F:33])([F:32])[F:21])=O.N1C=CC=CC=1.C(O)(C(F)(F)F)=O, predict the reaction product. The product is: [F:21][C:22]([F:33])([F:32])[C:23]1[O:20][C:3]2[CH:4]=[CH:5][C:6]3[CH2:7][CH2:8][NH:9][CH2:10][CH2:11][C:12]=3[C:2]=2[N:1]=1. (2) Given the reactants [C:1]1([N:7]2[C:11](=[O:12])[CH:10]=[C:9]([C:13]([OH:15])=O)[NH:8]2)[CH:6]=[CH:5][CH:4]=[CH:3][CH:2]=1.[CH2:16]([O:18][C:19]([N:21]1[CH2:26][CH2:25][N:24]([C:27](=[O:38])[C@@H:28]([NH2:37])[CH2:29][C:30]([O:32][C:33]([CH3:36])([CH3:35])[CH3:34])=[O:31])[CH2:23][CH2:22]1)=[O:20])[CH3:17].C(Cl)CCl, predict the reaction product. The product is: [CH2:16]([O:18][C:19]([N:21]1[CH2:22][CH2:23][N:24]([C:27](=[O:38])[C@@H:28]([NH:37][C:13]([C:9]2[CH:10]=[C:11]([OH:12])[N:7]([C:1]3[CH:2]=[CH:3][CH:4]=[CH:5][CH:6]=3)[N:8]=2)=[O:15])[CH2:29][C:30]([O:32][C:33]([CH3:35])([CH3:34])[CH3:36])=[O:31])[CH2:25][CH2:26]1)=[O:20])[CH3:17].